This data is from Full USPTO retrosynthesis dataset with 1.9M reactions from patents (1976-2016). The task is: Predict the reactants needed to synthesize the given product. (1) Given the product [CH3:1][N:2]([CH2:16][CH2:17][C:18]1[CH:23]=[CH:22][C:21]([O:24][C:25]2[CH:30]=[CH:29][CH:28]=[CH:27][CH:26]=2)=[CH:20][CH:19]=1)[CH:3]1[CH2:4][CH2:5][NH:6][CH2:7][CH2:8]1, predict the reactants needed to synthesize it. The reactants are: [CH3:1][N:2]([CH2:16][CH2:17][C:18]1[CH:23]=[CH:22][C:21]([O:24][C:25]2[CH:30]=[CH:29][CH:28]=[CH:27][CH:26]=2)=[CH:20][CH:19]=1)[CH:3]1[CH2:8][CH2:7][N:6](C(OC(C)(C)C)=O)[CH2:5][CH2:4]1.Cl. (2) Given the product [Br:2][CH2:6][C:7]1[CH:12]=[CH:11][C:10]([CH2:13][CH2:14][NH:15][C:16]([C:18]2[CH:23]=[CH:22][C:21]([C:24]3[CH:29]=[CH:28][C:27]([Cl:30])=[CH:26][CH:25]=3)=[CH:20][CH:19]=2)=[O:17])=[CH:9][CH:8]=1, predict the reactants needed to synthesize it. The reactants are: P(Br)(Br)[Br:2].O[CH2:6][C:7]1[CH:12]=[CH:11][C:10]([CH2:13][CH2:14][NH:15][C:16]([C:18]2[CH:23]=[CH:22][C:21]([C:24]3[CH:29]=[CH:28][C:27]([Cl:30])=[CH:26][CH:25]=3)=[CH:20][CH:19]=2)=[O:17])=[CH:9][CH:8]=1. (3) Given the product [CH:1]1[CH:10]=[N:9][C:8]2[C:3](=[C:4]([N+:12]([O-:14])=[O:13])[CH:5]=[CH:6][C:7]=2[OH:11])[CH:2]=1.[CH2:15]([N:17]([CH2:21][CH3:22])[CH2:18][CH2:19][OH:20])[CH3:16], predict the reactants needed to synthesize it. The reactants are: [CH:1]1[CH:10]=[N:9][C:8]2[C:3](=[C:4]([N+:12]([O-:14])=[O:13])[CH:5]=[CH:6][C:7]=2[OH:11])[CH:2]=1.[CH2:15]([N:17]([CH2:21][CH3:22])[CH2:18][CH2:19][OH:20])[CH3:16]. (4) Given the product [F:1][C:2]1[CH:16]=[CH:15][CH:14]=[CH:13][C:3]=1[CH2:4][N:5]1[CH2:12][CH2:11][C:8]([CH2:9][N:19]2[CH:20]=[CH:21][CH:22]=[CH:23][C:18]2=[O:17])([OH:10])[CH2:7][CH2:6]1, predict the reactants needed to synthesize it. The reactants are: [F:1][C:2]1[CH:16]=[CH:15][CH:14]=[CH:13][C:3]=1[CH2:4][N:5]1[CH2:12][CH2:11][C:8]2([O:10][CH2:9]2)[CH2:7][CH2:6]1.[OH:17][C:18]1[CH:23]=[CH:22][CH:21]=[CH:20][N:19]=1.C(=O)([O-])[O-].[K+].[K+].Cl.CCO. (5) Given the product [CH3:14][C:15]([CH3:19])([CH3:18])[CH2:16][NH:1][C@H:2]1[CH2:6][CH2:5][N:4]([C:7]([O:9][C:10]([CH3:13])([CH3:12])[CH3:11])=[O:8])[CH2:3]1, predict the reactants needed to synthesize it. The reactants are: [NH2:1][C@H:2]1[CH2:6][CH2:5][N:4]([C:7]([O:9][C:10]([CH3:13])([CH3:12])[CH3:11])=[O:8])[CH2:3]1.[CH3:14][C:15]([CH3:19])([CH3:18])[CH:16]=O.[H][H].